Task: Predict the reaction yield, written as a fraction of the theoretical maximum amount of product (1.0 means a 100% yield; for example, 0.34 means a 34% yield).. Dataset: Reaction yield outcomes from USPTO patents with 853,638 reactions (1) The reactants are [Cl:1][C:2]1[CH:7]=[CH:6][C:5]([CH2:8][NH:9][C:10]([NH:12][C:13]([S:15][CH3:16])=[NH:14])=[O:11])=[CH:4][CH:3]=1.C(N(CC)CC)C.[C:24]([O:27][CH2:28][C:29](Cl)=[O:30])(=[O:26])[CH3:25]. The catalyst is ClCCl. The product is [C:24]([O:27][CH2:28][C:29]([N:14]=[C:13]([NH:12][C:10]([NH:9][CH2:8][C:5]1[CH:4]=[CH:3][C:2]([Cl:1])=[CH:7][CH:6]=1)=[O:11])[S:15][CH3:16])=[O:30])(=[O:26])[CH3:25]. The yield is 0.620. (2) The reactants are CC1C=CC=C(C)C=1O[CH2:10][C:11]1[C:15]([CH2:16][O:17][C:18]2[CH:19]=[C:20]3[C:24](=[CH:25][CH:26]=2)[N:23]([CH2:27][C:28]2[CH:29]=[C:30]([CH:35]=[CH:36][CH:37]=2)[C:31]([O:33][CH3:34])=[O:32])[CH:22]=[CH:21]3)=[C:14]([CH:38]([CH3:40])[CH3:39])[O:13][N:12]=1.[S:41]1[CH:45]=[CH:44][NH:43][C:42]1=[S:46]. No catalyst specified. The product is [CH3:40][CH:38]([C:14]1[O:13][N:12]=[C:11]([CH2:10][S:46][C:42]2[S:41][CH:45]=[CH:44][N:43]=2)[C:15]=1[CH2:16][O:17][C:18]1[CH:19]=[C:20]2[C:24](=[CH:25][CH:26]=1)[N:23]([CH2:27][C:28]1[CH:29]=[C:30]([CH:35]=[CH:36][CH:37]=1)[C:31]([O:33][CH3:34])=[O:32])[CH:22]=[CH:21]2)[CH3:39]. The yield is 0.500. (3) The reactants are [OH:1][C:2]1[CH:9]=[CH:8][CH:7]=[C:6]([N+:10]([O-:12])=[O:11])[C:3]=1[CH:4]=[O:5].[CH3:13][Al](C)C.Cl. No catalyst specified. The product is [OH:5][CH:4]([C:3]1[C:6]([N+:10]([O-:12])=[O:11])=[CH:7][CH:8]=[CH:9][C:2]=1[OH:1])[CH3:13]. The yield is 0.950. (4) The reactants are [CH3:1][S:2]([CH2:5][C:6]1[N:11]=[CH:10][C:9]([O:12][C:13]2[CH:14]=[C:15]3[C:19](=[C:20]([O:22][CH:23]4[CH2:28][CH2:27][O:26][CH2:25][CH2:24]4)[CH:21]=2)[NH:18][C:17]([C:29]([NH2:31])=O)=[CH:16]3)=[CH:8][CH:7]=1)(=[O:4])=[O:3].COC1C=CC(P2(SP(C3C=CC(OC)=CC=3)(=S)S2)=[S:41])=CC=1.C(OCC)(=O)C.CCCCCC. The catalyst is O1CCCC1. The product is [CH3:1][S:2]([CH2:5][C:6]1[N:11]=[CH:10][C:9]([O:12][C:13]2[CH:14]=[C:15]3[C:19](=[C:20]([O:22][CH:23]4[CH2:24][CH2:25][O:26][CH2:27][CH2:28]4)[CH:21]=2)[NH:18][C:17]([C:29](=[S:41])[NH2:31])=[CH:16]3)=[CH:8][CH:7]=1)(=[O:4])=[O:3]. The yield is 0.730. (5) The reactants are [CH3:1][N:2]1[C:7](=[O:8])[C:6]([NH:9][C:10]2[CH:15]=[CH:14][C:13]([N:16]3[CH2:21][CH2:20][N:19]([CH:22]4[CH2:25][O:24][CH2:23]4)[CH2:18][C@@H:17]3[CH3:26])=[CH:12][N:11]=2)=[CH:5][C:4]([C:27]2[C:32]([CH:33]=[O:34])=[C:31]([N:35]3[CH:47]=[CH:46][N:38]4[C:39]5[CH2:40][CH2:41][CH2:42][CH2:43][C:44]=5[CH:45]=[C:37]4[C:36]3=[O:48])[N:30]=[CH:29][CH:28]=2)=[CH:3]1.[BH4-].[Na+]. The catalyst is CO. The product is [OH:34][CH2:33][C:32]1[C:31]([N:35]2[CH:47]=[CH:46][N:38]3[C:39]4[CH2:40][CH2:41][CH2:42][CH2:43][C:44]=4[CH:45]=[C:37]3[C:36]2=[O:48])=[N:30][CH:29]=[CH:28][C:27]=1[C:4]1[CH:5]=[C:6]([NH:9][C:10]2[CH:15]=[CH:14][C:13]([N:16]3[CH2:21][CH2:20][N:19]([CH:22]4[CH2:25][O:24][CH2:23]4)[CH2:18][C@@H:17]3[CH3:26])=[CH:12][N:11]=2)[C:7](=[O:8])[N:2]([CH3:1])[CH:3]=1. The yield is 0.280. (6) The reactants are [CH3:1][NH:2][N:3]=[CH:4][C:5](=[O:7])[CH3:6].[CH3:8][C:9]1[CH:10]=[C:11]([C:16](=O)[CH:17]=[O:18])[CH:12]=[CH:13][C:14]=1[CH3:15].C(Cl)(Cl)Cl.CCCCCC. The catalyst is C(O)(=O)C. The product is [CH3:8][C:9]1[CH:10]=[C:11]([C:16]2[N:2]([CH3:1])[N:3]=[C:4]([C:5](=[O:7])[CH3:6])[C:17]=2[OH:18])[CH:12]=[CH:13][C:14]=1[CH3:15]. The yield is 0.130. (7) The reactants are [O:1]=[C:2]1[C:11]2[C:6](=[CH:7][CH:8]=[CH:9][CH:10]=2)[N:5]=[C:4]([CH2:12][CH2:13][CH2:14][C:15]([OH:17])=O)[NH:3]1.FC(F)(F)C(O)=O.[NH:25]1[CH2:30][CH2:29][CH:28]([C:31]2[O:35][C:34]([C:36]3[CH:43]=[CH:42][C:39]([C:40]#[N:41])=[CH:38][CH:37]=3)=[N:33][N:32]=2)[CH2:27][CH2:26]1. No catalyst specified. The product is [O:1]=[C:2]1[C:11]2[C:6](=[CH:7][CH:8]=[CH:9][CH:10]=2)[N:5]=[C:4]([CH2:12][CH2:13][CH2:14][C:15]([N:25]2[CH2:30][CH2:29][CH:28]([C:31]3[O:35][C:34]([C:36]4[CH:43]=[CH:42][C:39]([C:40]#[N:41])=[CH:38][CH:37]=4)=[N:33][N:32]=3)[CH2:27][CH2:26]2)=[O:17])[NH:3]1. The yield is 0.390. (8) The reactants are [N:1]([CH:4]1[CH:9]=[C:8]([C:10]2[CH:15]=[CH:14][N:13]=[CH:12][C:11]=2[N+:16]([O-:18])=[O:17])[CH2:7][CH:6]([CH3:19])[CH:5]1[OH:20])=[N+]=[N-].CP(C)C.CCO.[CH3:28][C:29]([O:32][C:33](O[C:33]([O:32][C:29]([CH3:31])([CH3:30])[CH3:28])=[O:34])=[O:34])([CH3:31])[CH3:30]. The catalyst is N1C=CC=CC=1.[OH-].[NH4+].C(OCC)(=O)C.O. The product is [OH:20][CH:5]1[CH:4]([NH:1][C:33](=[O:34])[O:32][C:29]([CH3:31])([CH3:30])[CH3:28])[CH:9]=[C:8]([C:10]2[CH:15]=[CH:14][N:13]=[CH:12][C:11]=2[N+:16]([O-:18])=[O:17])[CH2:7][CH:6]1[CH3:19]. The yield is 0.590. (9) The reactants are CC1C=CC(S(O[CH2:12][C:13]2[CH:18]=[CH:17][CH:16]=[C:15]([CH2:19][N:20]=[N+:21]=[N-:22])[N:14]=2)(=O)=O)=CC=1.[C:23]1([CH2:33][NH:34][CH2:35][C:36]([O:38][CH2:39][CH2:40][Si:41]([CH3:44])([CH3:43])[CH3:42])=[O:37])[C:32]2[C:27](=[CH:28][CH:29]=[CH:30][CH:31]=2)[CH:26]=[CH:25][CH:24]=1.C(=O)([O-])[O-].[Na+].[Na+].O. The catalyst is C(#N)C. The product is [N:20]([CH2:19][C:15]1[N:14]=[C:13]([CH2:12][N:34]([CH2:33][C:23]2[C:32]3[C:27](=[CH:28][CH:29]=[CH:30][CH:31]=3)[CH:26]=[CH:25][CH:24]=2)[CH2:35][C:36]([O:38][CH2:39][CH2:40][Si:41]([CH3:44])([CH3:43])[CH3:42])=[O:37])[CH:18]=[CH:17][CH:16]=1)=[N+:21]=[N-:22]. The yield is 0.950. (10) The reactants are Br[C:2]1[CH:3]=[C:4]2[C:8](=[CH:9][CH:10]=1)[C:7](=[N:11][OH:12])[CH2:6][CH2:5]2.[C:13]([C:15]1[CH:16]=[C:17](B(O)O)[CH:18]=[CH:19][CH:20]=1)#[N:14].C(=O)([O-])[O-].[Na+].[Na+]. The catalyst is C(COC)OC.O.[Pd].C1(P(C2C=CC=CC=2)C2C=CC=CC=2)C=CC=CC=1.C1(P(C2C=CC=CC=2)C2C=CC=CC=2)C=CC=CC=1.C1(P(C2C=CC=CC=2)C2C=CC=CC=2)C=CC=CC=1.C1(P(C2C=CC=CC=2)C2C=CC=CC=2)C=CC=CC=1. The product is [OH:12]/[N:11]=[C:7]1\[CH2:6][CH2:5][C:4]2[C:8]\1=[CH:9][CH:10]=[C:2]([C:19]1[CH:20]=[C:15]([CH:16]=[CH:17][CH:18]=1)[C:13]#[N:14])[CH:3]=2. The yield is 0.430.